From a dataset of Full USPTO retrosynthesis dataset with 1.9M reactions from patents (1976-2016). Predict the reactants needed to synthesize the given product. (1) Given the product [C:18]([O:22][C:23]([N:25]1[CH2:26][CH2:27][N:28]([CH2:31][C:7]2[CH:8]=[C:9]([C:11]([F:12])([F:13])[F:14])[CH:10]=[C:5]3[C:6]=2[NH:16][C:97](=[O:112])[N:98]([CH2:99][C:100]2[CH:105]=[C:104]([Cl:106])[CH:103]=[CH:102][C:101]=2[S:107]([CH2:110][CH3:111])(=[O:109])=[O:108])[C:4]3=[O:17])[CH2:29][CH2:30]1)=[O:24])([CH3:19])([CH3:20])[CH3:21], predict the reactants needed to synthesize it. The reactants are: C(O[C:4](=[O:17])[C:5]1[CH:10]=[C:9]([C:11]([F:14])([F:13])[F:12])[CH:8]=[C:7](Br)[C:6]=1[NH2:16])C.[C:18]([O:22][C:23]([N:25]1[CH2:30][CH2:29][N:28]([CH2:31]C2C=C(N)C(C(OCC)=O)=CC=2C(F)(F)F)[CH2:27][CH2:26]1)=[O:24])([CH3:21])([CH3:20])[CH3:19].C(OC(N1CCN(CC2C=C(N)C(C(O)=O)=CC=2C(F)(F)F)CC1)=O)(C)(C)C.C(OC(N1CCN(CC2C=C(N)C([C:97](=[O:112])[NH:98][CH2:99][C:100]3[CH:105]=[C:104]([Cl:106])[CH:103]=[CH:102][C:101]=3[S:107]([CH2:110][CH3:111])(=[O:109])=[O:108])=CC=2C(F)(F)F)CC1)=O)(C)(C)C.C1C=CC2N(O)N=NC=2C=1. (2) Given the product [CH3:1][O:2][C:3](=[O:7])[C:4](=[N:8][OH:9])[CH:5]=[O:6], predict the reactants needed to synthesize it. The reactants are: [CH3:1][O:2][C:3](=[O:7])[CH2:4][CH:5]=[O:6].[N:8]([O-])=[O:9].[Na+]. (3) Given the product [OH:7][CH:3]1[C:28]([C:29]([O:31][CH2:32][CH3:33])=[O:30])=[CH:4][CH2:5][O:1][CH2:2]1, predict the reactants needed to synthesize it. The reactants are: [O:1]1[CH2:5][C@H:4](O)[C@H:3]([OH:7])[CH2:2]1.I([O-])(=O)(=O)=O.[Na+].C(=O)([O-])[O-].[K+].[K+].C(OP([CH2:28][C:29]([O:31][CH2:32][CH3:33])=[O:30])(OCC)=O)C. (4) Given the product [CH3:28][S:29]([O:22][CH2:21][C:20]([S:19][C:7]1[N:6]([CH2:5][C:4]2[CH:25]=[CH:26][CH:27]=[C:2]([Br:1])[CH:3]=2)[C:14]2[C:13](=[O:15])[N:12]([CH3:16])[C:11](=[O:17])[N:10]([CH3:18])[C:9]=2[N:8]=1)([CH3:23])[CH3:24])(=[O:31])=[O:30], predict the reactants needed to synthesize it. The reactants are: [Br:1][C:2]1[CH:3]=[C:4]([CH:25]=[CH:26][CH:27]=1)[CH2:5][N:6]1[C:14]2[C:13](=[O:15])[N:12]([CH3:16])[C:11](=[O:17])[N:10]([CH3:18])[C:9]=2[N:8]=[C:7]1[S:19][C:20]([CH3:24])([CH3:23])[CH2:21][OH:22].[CH3:28][S:29](Cl)(=[O:31])=[O:30]. (5) Given the product [P:1]([Cl:5])([Cl:3])(=[O:2])[O:24][C:12]1[C:13]2[C:18](=[CH:17][CH:16]=[C:15]([C:20]([CH3:22])([CH3:21])[CH3:23])[CH:14]=2)[CH:19]=[C:10]([C:6]([CH3:9])([CH3:8])[CH3:7])[CH:11]=1, predict the reactants needed to synthesize it. The reactants are: [P:1]([Cl:5])(Cl)([Cl:3])=[O:2].[C:6]([C:10]1[CH:11]=[C:12]([OH:24])[C:13]2[C:18]([CH:19]=1)=[CH:17][CH:16]=[C:15]([C:20]([CH3:23])([CH3:22])[CH3:21])[CH:14]=2)([CH3:9])([CH3:8])[CH3:7].C(N(CC)CC)C. (6) Given the product [F:19][C:15]1[CH:14]=[C:13]([C@@H:11]2[C@@H:10]([CH2:20][OH:21])[CH2:9][N:8]([C:34](=[O:36])[CH2:33][CH2:32][CH2:31][CH2:30][C:29]([O:38][CH2:39][CH3:40])=[O:37])[CH2:12]2)[CH:18]=[CH:17][CH:16]=1, predict the reactants needed to synthesize it. The reactants are: C([N:8]1[CH2:12][C@H:11]([C:13]2[CH:18]=[CH:17][CH:16]=[C:15]([F:19])[CH:14]=2)[C@@H:10]([CH2:20][O:21][Si](C(C)(C)C)(C)C)[CH2:9]1)C1C=CC=CC=1.[C:29]([O:38][CH2:39][CH3:40])(=[O:37])[CH2:30][CH2:31][CH2:32][CH2:33][C:34]([O-:36])=O.CCN=C=NCCCN(C)C.C1C=CC2N(O)N=NC=2C=1. (7) Given the product [CH2:1]([C:4]1[C:13]2[O:12][CH2:11]/[C:10](=[N:16]\[NH2:17])/[NH:9][C:8]=2[CH:7]=[CH:6][CH:5]=1)[CH:2]=[CH2:3], predict the reactants needed to synthesize it. The reactants are: [CH2:1]([C:4]1[C:13]2[O:12][CH2:11][C:10](=S)[NH:9][C:8]=2[CH:7]=[CH:6][CH:5]=1)[CH:2]=[CH2:3].O.[NH2:16][NH2:17]. (8) Given the product [CH2:32]([NH:39][S:40]([CH:43]1[CH2:10][CH2:9][N:8]([C:5]2[N:6]=[CH:7][C:2]([NH2:1])=[CH:3][CH:4]=2)[CH2:13][CH2:12]1)(=[O:42])=[O:41])[C:33]1[CH:38]=[CH:37][CH:36]=[CH:35][CH:34]=1, predict the reactants needed to synthesize it. The reactants are: [NH2:1][C:2]1[CH:3]=[CH:4][C:5]([N:8]2[CH2:13][CH2:12]N(CC3C=CC=CC=3)[C:10](=O)[CH2:9]2)=[N:6][CH:7]=1.ClC1C=CC([N+]([O-])=O)=CN=1.[CH2:32]([NH:39][S:40]([CH:43]1CCNCC1)(=[O:42])=[O:41])[C:33]1[CH:38]=[CH:37][CH:36]=[CH:35][CH:34]=1. (9) Given the product [Cl:6][C:7]1[CH:12]=[CH:11][CH:10]=[C:9]([N+:13]([O-:15])=[O:14])[C:8]=1[S:16][C:17]1[N:18]([CH2:25][C@:26]([OH:27])([CH3:29])[CH2:28][N:33]2[CH2:32][CH2:31][N:30]([C:36]([O:38][CH2:39][CH:40]=[CH:41][C:42]3[CH:47]=[CH:46][C:45]([C:48]([F:50])([F:51])[F:49])=[CH:44][CH:43]=3)=[O:37])[CH2:35][CH2:34]2)[CH:19]=[C:20]([N+:22]([O-:24])=[O:23])[N:21]=1, predict the reactants needed to synthesize it. The reactants are: CN(C)C=O.[Cl:6][C:7]1[CH:12]=[CH:11][CH:10]=[C:9]([N+:13]([O-:15])=[O:14])[C:8]=1[S:16][C:17]1[N:18]([CH2:25][C@:26]2([CH3:29])[CH2:28][O:27]2)[CH:19]=[C:20]([N+:22]([O-:24])=[O:23])[N:21]=1.[N:30]1([C:36]([O:38][CH2:39][CH:40]=[CH:41][C:42]2[CH:47]=[CH:46][C:45]([C:48]([F:51])([F:50])[F:49])=[CH:44][CH:43]=2)=[O:37])[CH2:35][CH2:34][NH:33][CH2:32][CH2:31]1.O.